Dataset: Reaction yield outcomes from USPTO patents with 853,638 reactions. Task: Predict the reaction yield, written as a fraction of the theoretical maximum amount of product (1.0 means a 100% yield; for example, 0.34 means a 34% yield). (1) The yield is 0.0200. The product is [OH:9][CH2:8][C:7]([NH:30][C:31](=[O:33])[CH3:32])([CH2:6][OH:5])[CH:13]1[CH2:21][C:20]2[C:15](=[CH:16][CH:17]=[C:18]([CH2:22][CH2:23][CH2:24][CH2:25][CH2:26][CH2:27][CH2:28][CH3:29])[CH:19]=2)[CH2:14]1. The reactants are [Li+].[BH4-].C([O:5][C:6](=O)[C:7]([NH:30][C:31](=[O:33])[CH3:32])([CH:13]1[CH2:21][C:20]2[C:15](=[CH:16][CH:17]=[C:18]([CH2:22][CH2:23][CH2:24][CH2:25][CH2:26][CH2:27][CH2:28][CH3:29])[CH:19]=2)[CH2:14]1)[C:8](OCC)=[O:9])C. No catalyst specified. (2) The reactants are [Cl:1][C:2]1[CH:3]=[C:4]2[C:8](=[CH:9][CH:10]=1)[N:7]([C:11]1[N:15]([CH3:16])[N:14]=[C:13]([CH3:17])[C:12]=1/[CH:18]=[CH:19]/[C:20](=[O:26])[C:21]([O:23][CH2:24][CH3:25])=[O:22])[CH:6]=[CH:5]2.[H][H]. The catalyst is O1CCCC1.C(O)C.[C].[Pd]. The product is [Cl:1][C:2]1[CH:3]=[C:4]2[C:8](=[CH:9][CH:10]=1)[N:7]([C:11]1[N:15]([CH3:16])[N:14]=[C:13]([CH3:17])[C:12]=1[CH2:18][CH2:19][CH:20]([OH:26])[C:21]([O:23][CH2:24][CH3:25])=[O:22])[CH:6]=[CH:5]2. The yield is 0.620. (3) The reactants are C[O:2][C:3]([C:5]1[CH:10]=[CH:9][C:8]([C:11]2[CH:16]=[C:15]([NH:17][C:18]([C:20]3[CH:24]=[CH:23][O:22][CH:21]=3)=[O:19])[CH:14]=[CH:13][C:12]=2[CH3:25])=[CH:7][CH:6]=1)=[O:4].[O:22]1[CH:23]=[CH:24][C:20]([C:18]([NH:17][C:15]2[CH:14]=[CH:13][C:12]([CH3:25])=[C:11]([C:8]3[CH:7]=[CH:6][C:5]([C:3]([OH:2])=[O:4])=[CH:10][CH:9]=3)[CH:16]=2)=[O:19])=[CH:21]1.O.[OH-].[Li+]. The product is [O:22]1[CH:23]=[CH:24][C:20]([C:18]([NH:17][C:15]2[CH:14]=[CH:13][C:12]([CH3:25])=[C:11]([C:8]3[CH:9]=[CH:10][C:5]([C:3]([OH:4])=[O:2])=[CH:6][CH:7]=3)[CH:16]=2)=[O:19])=[CH:21]1. The catalyst is C1COCC1.O. The yield is 0.770.